From a dataset of NCI-60 drug combinations with 297,098 pairs across 59 cell lines. Regression. Given two drug SMILES strings and cell line genomic features, predict the synergy score measuring deviation from expected non-interaction effect. (1) Drug 1: C1=NC2=C(N=C(N=C2N1C3C(C(C(O3)CO)O)O)F)N. Drug 2: COCCOC1=C(C=C2C(=C1)C(=NC=N2)NC3=CC=CC(=C3)C#C)OCCOC.Cl. Cell line: OVCAR3. Synergy scores: CSS=12.6, Synergy_ZIP=1.93, Synergy_Bliss=4.47, Synergy_Loewe=4.53, Synergy_HSA=3.71. (2) Drug 1: CN1C(=O)N2C=NC(=C2N=N1)C(=O)N. Drug 2: C1=CN(C=N1)CC(O)(P(=O)(O)O)P(=O)(O)O. Cell line: HCT-15. Synergy scores: CSS=-0.571, Synergy_ZIP=0.699, Synergy_Bliss=-1.78, Synergy_Loewe=-2.22, Synergy_HSA=-4.13. (3) Drug 1: CNC(=O)C1=CC=CC=C1SC2=CC3=C(C=C2)C(=NN3)C=CC4=CC=CC=N4. Drug 2: C(=O)(N)NO. Cell line: HS 578T. Synergy scores: CSS=-0.839, Synergy_ZIP=2.53, Synergy_Bliss=6.60, Synergy_Loewe=-1.09, Synergy_HSA=2.77. (4) Drug 1: C(=O)(N)NO. Drug 2: C1C(C(OC1N2C=NC(=NC2=O)N)CO)O. Cell line: TK-10. Synergy scores: CSS=1.10, Synergy_ZIP=-1.83, Synergy_Bliss=-4.51, Synergy_Loewe=-4.98, Synergy_HSA=-3.74. (5) Drug 1: CN1C2=C(C=C(C=C2)N(CCCl)CCCl)N=C1CCCC(=O)O.Cl. Drug 2: N.N.Cl[Pt+2]Cl. Cell line: HS 578T. Synergy scores: CSS=13.1, Synergy_ZIP=-3.93, Synergy_Bliss=-0.934, Synergy_Loewe=-5.71, Synergy_HSA=-0.974.